This data is from Retrosynthesis with 50K atom-mapped reactions and 10 reaction types from USPTO. The task is: Predict the reactants needed to synthesize the given product. (1) Given the product COCCNC(=O)COc1cccc2ncnc(Nc3ccc(OCc4ccccn4)c(Cl)c3)c12, predict the reactants needed to synthesize it. The reactants are: COCCN.O=C(O)COc1cccc2ncnc(Nc3ccc(OCc4ccccn4)c(Cl)c3)c12. (2) Given the product C[C@@H](O)CNC(=O)c1c(O)c2ncc(Cc3ccc(F)cc3)cc2n(CCCO)c1=O, predict the reactants needed to synthesize it. The reactants are: CCOC(=O)c1c(O)c2ncc(Cc3ccc(F)cc3)cc2n(CCCO)c1=O.C[C@@H](O)CN. (3) Given the product O=C(Nc1ccc(F)cc1)c1sc(-c2ccccc2)nc1-c1ccccc1, predict the reactants needed to synthesize it. The reactants are: Nc1ccc(F)cc1.O=C(Nc1ccccc1)c1sc(-c2cccnc2)nc1-c1ccccc1. (4) The reactants are: COC(=O)c1ccc2[nH]c(C(=O)O)cc2n1.NC1CCN(c2ccncc2)CC1. Given the product COC(=O)c1ccc2[nH]c(C(=O)NC3CCN(c4ccncc4)CC3)cc2n1, predict the reactants needed to synthesize it. (5) Given the product CCOC(=O)c1cc2cc(C)ccc2n1Cc1cccc2ccc(F)cc12, predict the reactants needed to synthesize it. The reactants are: CCOC(=O)c1cc2cc(C)ccc2[nH]1.Fc1ccc2cccc(CBr)c2c1. (6) Given the product COC(=O)[C@H](Cc1ccc(OCc2cccc(C)c2)cc1)NC(=O)c1cn2ccc(-c3ccc(Cl)cc3)cc2n1, predict the reactants needed to synthesize it. The reactants are: COC(=O)[C@@H](N)Cc1ccc(OCc2cccc(C)c2)cc1.O=C(O)c1cn2ccc(-c3ccc(Cl)cc3)cc2n1. (7) Given the product COC(=O)c1cc(-c2ccnn2C)ccc1CS(=O)(=O)c1ccccc1, predict the reactants needed to synthesize it. The reactants are: COC(=O)c1cc(Br)ccc1CS(=O)(=O)c1ccccc1.Cn1nccc1B1OC(C)(C)C(C)(C)O1. (8) Given the product COC[C@@H]1CCCN1c1nccnc1Oc1ccc(Nc2nc3ccccc3s2)cc1, predict the reactants needed to synthesize it. The reactants are: COC[C@@H]1CCCN1.Clc1nccnc1Oc1ccc(Nc2nc3ccccc3s2)cc1.